Dataset: Forward reaction prediction with 1.9M reactions from USPTO patents (1976-2016). Task: Predict the product of the given reaction. The product is: [CH3:3][O:5][C:6]([CH:9]1[CH2:14][CH2:13][N:12]([C:15]([O:17][CH2:18][C:19]2[CH:24]=[CH:23][CH:22]=[CH:21][CH:20]=2)=[O:16])[CH2:11][CH2:10]1)([CH3:8])[CH3:7]. Given the reactants [H-].[Na+].[CH3:3]I.[OH:5][C:6]([CH:9]1[CH2:14][CH2:13][N:12]([C:15]([O:17][CH2:18][C:19]2[CH:24]=[CH:23][CH:22]=[CH:21][CH:20]=2)=[O:16])[CH2:11][CH2:10]1)([CH3:8])[CH3:7], predict the reaction product.